Dataset: Catalyst prediction with 721,799 reactions and 888 catalyst types from USPTO. Task: Predict which catalyst facilitates the given reaction. (1) Reactant: [NH2:1]/[C:2](/[C:6]1[CH:11]=[CH:10][N:9]=[C:8]([Cl:12])[CH:7]=1)=[CH:3]\[C:4]#[N:5].[C:13](O)(=O)[C:14](O)=O.C([NH:21]N)C.Cl. The catalyst class is: 5. Product: [Cl:12][C:8]1[CH:7]=[C:6]([C:2]2[CH:3]=[C:4]([NH2:21])[N:5]([CH2:13][CH3:14])[N:1]=2)[CH:11]=[CH:10][N:9]=1. (2) Reactant: [Cl:1][C:2]1[CH:3]=[C:4]([NH:8][C:9]2[CH:17]=[C:16]([CH:18]([CH3:20])[CH3:19])[C:12]([C:13]([OH:15])=O)=[CH:11][N:10]=2)[CH:5]=[CH:6][CH:7]=1.C(N1CCOCC1)C.[F:29][C:30]1[CH:37]=[CH:36][C:33]([CH2:34][NH2:35])=[CH:32][CH:31]=1.O.ON1C2C=CC=CC=2N=N1.Cl.CN(C)CCCN=C=NCC. Product: [Cl:1][C:2]1[CH:3]=[C:4]([NH:8][C:9]2[CH:17]=[C:16]([CH:18]([CH3:20])[CH3:19])[C:12]([C:13]([NH:35][CH2:34][C:33]3[CH:36]=[CH:37][C:30]([F:29])=[CH:31][CH:32]=3)=[O:15])=[CH:11][N:10]=2)[CH:5]=[CH:6][CH:7]=1. The catalyst class is: 9.